From a dataset of Full USPTO retrosynthesis dataset with 1.9M reactions from patents (1976-2016). Predict the reactants needed to synthesize the given product. (1) Given the product [CH3:1][O:2][C:3]1[CH:20]=[CH:19][C:6]([CH2:7][C:8]2[C:17]3[C:12](=[CH:13][CH:14]=[CH:15][CH:16]=3)[C:11]([C:21]3[CH:26]=[CH:25][CH:24]=[CH:23][CH:22]=3)=[N:10][N:9]=2)=[CH:5][CH:4]=1, predict the reactants needed to synthesize it. The reactants are: [CH3:1][O:2][C:3]1[CH:20]=[CH:19][C:6]([CH2:7][C:8]2[C:17]3[C:12](=[CH:13][CH:14]=[CH:15][CH:16]=3)[C:11](Cl)=[N:10][N:9]=2)=[CH:5][CH:4]=1.[C:21]1(B(O)O)[CH:26]=[CH:25][CH:24]=[CH:23][CH:22]=1.O1CCOCC1.C(=O)([O-])[O-].[Na+].[Na+]. (2) Given the product [CH3:7][C:6]1[C:2]2[N:1]=[C:12]([C:14]([O:16][CH2:17][CH3:18])=[O:15])[NH:13][C:8](=[O:10])[C:3]=2[S:4][CH:5]=1, predict the reactants needed to synthesize it. The reactants are: [NH2:1][C:2]1[C:6]([CH3:7])=[CH:5][S:4][C:3]=1[C:8]([O:10]C)=O.[C:12]([C:14]([O:16][CH2:17][CH3:18])=[O:15])#[N:13].Cl. (3) Given the product [CH3:23][O:22][C:20]([C:11]1[N:10]([CH3:13])[N:9]=[C:8]([N:3]2[C:2]([CH3:1])=[CH:6][CH:5]=[C:4]2[CH3:7])[CH:12]=1)=[O:21], predict the reactants needed to synthesize it. The reactants are: [CH3:1][C:2]1[N:3]([C:8]2[CH:12]=[CH:11][N:10]([CH3:13])[N:9]=2)[C:4]([CH3:7])=[CH:5][CH:6]=1.C([Li])CCC.Cl[C:20]([O:22][CH3:23])=[O:21]. (4) Given the product [O:18]1[C:23]2[CH:24]=[CH:25][C:26]([CH2:28][NH:15][CH:12]3[CH2:13][CH2:14][N:9]([C:7](=[O:8])[C:6]([F:5])([F:16])[F:17])[CH2:10][CH2:11]3)=[CH:27][C:22]=2[O:21][CH2:20][CH2:19]1, predict the reactants needed to synthesize it. The reactants are: ClCCl.Cl.[F:5][C:6]([F:17])([F:16])[C:7]([N:9]1[CH2:14][CH2:13][CH:12]([NH2:15])[CH2:11][CH2:10]1)=[O:8].[O:18]1[C:23]2[CH:24]=[CH:25][C:26]([CH:28]=O)=[CH:27][C:22]=2[O:21][CH2:20][CH2:19]1.C(O[BH-](OC(=O)C)OC(=O)C)(=O)C.[Na+]. (5) Given the product [CH3:1][O:2][C:3](=[O:18])[C:4]1[CH:9]=[C:8]([N:30]2[CH:31]=[C:27]([C:24]3[CH:23]=[CH:22][C:21]([O:20][CH3:19])=[CH:26][CH:25]=3)[N:28]=[CH:29]2)[C:7]([C:11]([F:14])([F:13])[F:12])=[CH:6][C:5]=1[N+:15]([O-:17])=[O:16], predict the reactants needed to synthesize it. The reactants are: [CH3:1][O:2][C:3](=[O:18])[C:4]1[CH:9]=[C:8](F)[C:7]([C:11]([F:14])([F:13])[F:12])=[CH:6][C:5]=1[N+:15]([O-:17])=[O:16].[CH3:19][O:20][C:21]1[CH:26]=[CH:25][C:24]([C:27]2[N:28]=[CH:29][NH:30][CH:31]=2)=[CH:23][CH:22]=1.C(OCC)(=O)C.O. (6) Given the product [CH2:4]([N:5]1[CH2:23][CH2:14][CH2:15][CH2:20][C@@H:21]1[CH2:22][O:24][C:14]1[CH:23]=[C:22]([O:24][CH3:25])[CH:21]=[C:20]2[C:15]=1[C:16](=[O:26])[NH:17][CH:18]=[N:19]2)[C:3]1[CH:2]=[CH:9][CH:8]=[CH:7][CH:6]=1, predict the reactants needed to synthesize it. The reactants are: N[C:2]1[CH:9]=[C:8](OC)[CH:7]=[C:6](F)[C:3]=1[C:4]#[N:5].F[C:14]1[CH:23]=[C:22]([O:24][CH3:25])[CH:21]=[C:20]2[C:15]=1[C:16](=[O:26])[NH:17][CH:18]=[N:19]2. (7) Given the product [CH:1]1([NH:7][C:8](=[O:30])[C@H:9]([CH3:29])[CH2:10][C@H:11]([OH:28])[C@@H:12]([NH2:20])[CH2:13][C:14]2[CH:19]=[CH:18][CH:17]=[CH:16][CH:15]=2)[CH2:6][CH2:5][CH2:4][CH2:3][CH2:2]1, predict the reactants needed to synthesize it. The reactants are: [CH:1]1([NH:7][C:8](=[O:30])[C@H:9]([CH3:29])[CH2:10][C@H:11]([OH:28])[C@@H:12]([NH:20]C(OC(C)(C)C)=O)[CH2:13][C:14]2[CH:19]=[CH:18][CH:17]=[CH:16][CH:15]=2)[CH2:6][CH2:5][CH2:4][CH2:3][CH2:2]1.C12CC(CC1)CC2NC(=O)[C@H](C)C[C@H](O)[C@@H](N)CC1C=CC=CC=1.